Dataset: hERG potassium channel inhibition data for cardiac toxicity prediction from Karim et al.. Task: Regression/Classification. Given a drug SMILES string, predict its toxicity properties. Task type varies by dataset: regression for continuous values (e.g., LD50, hERG inhibition percentage) or binary classification for toxic/non-toxic outcomes (e.g., AMES mutagenicity, cardiotoxicity, hepatotoxicity). Dataset: herg_karim. The drug is Cc1ccccc1C(OCCN(C)C)c1ccccc1. The result is 1 (blocker).